Task: Predict the reaction yield, written as a fraction of the theoretical maximum amount of product (1.0 means a 100% yield; for example, 0.34 means a 34% yield).. Dataset: Reaction yield outcomes from USPTO patents with 853,638 reactions (1) The reactants are [Cl:1][C:2]1[CH:7]=[CH:6][C:5]([C:8]2[CH:13]=[CH:12][C:11]([CH:14]=[C:15]([N+:17]([O-:19])=[O:18])[CH3:16])=[CH:10][CH:9]=2)=[CH:4][CH:3]=1.C[O-].[Na+].[Na].[CH3:24][O:25]CCOC. The catalyst is CO.C(O)(=O)C. The product is [Cl:1][C:2]1[CH:3]=[CH:4][C:5]([C:8]2[CH:13]=[CH:12][C:11]([CH:14]([O:25][CH3:24])[CH:15]([N+:17]([O-:19])=[O:18])[CH3:16])=[CH:10][CH:9]=2)=[CH:6][CH:7]=1. The yield is 0.950. (2) The product is [F:11][C:12]1[CH:18]=[CH:17][C:15]([NH:16][C:2]2[CH:3]=[C:4]([CH:8]=[CH:9][N:10]=2)[C:5]([OH:7])=[O:6])=[CH:14][CH:13]=1. The yield is 0.500. The reactants are F[C:2]1[CH:3]=[C:4]([CH:8]=[CH:9][N:10]=1)[C:5]([OH:7])=[O:6].[F:11][C:12]1[CH:18]=[CH:17][C:15]([NH2:16])=[CH:14][CH:13]=1.[H-].[Na+].C(O)(=O)C. The catalyst is CN(C=O)C. (3) The reactants are Br[CH:2]([CH3:9])[CH2:3][C:4]([O:6][CH2:7][CH3:8])=[O:5].[NH:10]1[CH2:15][CH2:14][CH2:13][CH2:12][CH2:11]1. The catalyst is CN(C)C=O.C(OCC)(=O)C. The product is [N:10]1([CH2:9][CH2:2][CH2:3][C:4]([O:6][CH2:7][CH3:8])=[O:5])[CH2:15][CH2:14][CH2:13][CH2:12][CH2:11]1. The yield is 0.810. (4) The reactants are C(OC(=O)[NH:7][CH2:8][C:9]1[C:10]([O:17]C)=[N:11][C:12]([CH3:16])=[CH:13][C:14]=1[Cl:15])(C)(C)C. The catalyst is Cl. The product is [NH2:7][CH2:8][C:9]1[C:10](=[O:17])[NH:11][C:12]([CH3:16])=[CH:13][C:14]=1[Cl:15]. The yield is 0.940. (5) The reactants are [CH3:1][CH:2]([CH3:8])[C:3](=O)[CH2:4][C:5]#[N:6].Cl.[NH:10]([C:12]1[CH:13]=[N:14][CH:15]=[CH:16][CH:17]=1)[NH2:11]. The catalyst is CCO. The product is [CH:2]([C:3]1[CH:4]=[C:5]([NH2:6])[N:10]([C:12]2[CH:13]=[N:14][CH:15]=[CH:16][CH:17]=2)[N:11]=1)([CH3:8])[CH3:1]. The yield is 0.280. (6) The reactants are [NH2:1][C:2]1[C:3]([C:14]([O:16][CH3:17])=[O:15])=[N:4][C:5]([CH:8]2[CH2:13][CH2:12][NH:11][CH2:10][CH2:9]2)=[CH:6][N:7]=1.[C:18](Cl)(=[O:21])[CH2:19][CH3:20]. The catalyst is C(=O)(O)[O-].[Na+].ClCCl. The product is [NH2:1][C:2]1[C:3]([C:14]([O:16][CH3:17])=[O:15])=[N:4][C:5]([CH:8]2[CH2:9][CH2:10][N:11]([C:18](=[O:21])[CH2:19][CH3:20])[CH2:12][CH2:13]2)=[CH:6][N:7]=1. The yield is 0.660. (7) The reactants are [O-]P([O-])([O-])=O.[K+].[K+].[K+].[CH3:9][C@@H:10]([NH2:17])[C:11]1[CH:16]=[CH:15][CH:14]=[CH:13][CH:12]=1.I[C:19]1[CH:24]=[CH:23][CH:22]=[CH:21][CH:20]=1.C(O)CO. The catalyst is [Cu]I.CCCCCC.C(OCC)(=O)C.CC(O)C. The product is [C:19]1([NH:17][C@H:10]([CH3:9])[C:11]2[CH:16]=[CH:15][CH:14]=[CH:13][CH:12]=2)[CH:24]=[CH:23][CH:22]=[CH:21][CH:20]=1. The yield is 0.760. (8) The reactants are [NH:1]1[C:9]2[CH:8]=[CH:7][CH:6]=[C:5]([CH:10]=O)[C:4]=2[CH:3]=[CH:2]1.O.[BH4-].[Na+].C[NH2:16]. The catalyst is CO. The product is [NH2:16][CH2:10][C:5]1[CH:6]=[CH:7][CH:8]=[C:9]2[C:4]=1[CH:3]=[CH:2][NH:1]2. The yield is 0.880. (9) The reactants are C1(C(=[N:14][CH2:15][C:16]([O:18][CH2:19][CH3:20])=[O:17])C2C=CC=CC=2)C=CC=CC=1.[H-].[Na+].[Br:23][C:24]1[CH:25]=[C:26]([Cl:31])[C:27](Cl)=[N:28][CH:29]=1. The catalyst is CN(C=O)C. The product is [NH2:14][CH:15]([C:27]1[C:26]([Cl:31])=[CH:25][C:24]([Br:23])=[CH:29][N:28]=1)[C:16]([O:18][CH2:19][CH3:20])=[O:17]. The yield is 0.200. (10) The reactants are [Si:1]([O:8][C:9]1[CH:10]=[C:11]2[C:15](=[CH:16][CH:17]=1)[N:14]([CH:18]1[CH2:23][CH2:22][CH2:21][CH2:20][O:19]1)[N:13]=[C:12]2[CH2:24][OH:25])([C:4]([CH3:7])([CH3:6])[CH3:5])([CH3:3])[CH3:2]. The catalyst is ClCCl.O=[Mn]=O. The product is [Si:1]([O:8][C:9]1[CH:10]=[C:11]2[C:15](=[CH:16][CH:17]=1)[N:14]([CH:18]1[CH2:23][CH2:22][CH2:21][CH2:20][O:19]1)[N:13]=[C:12]2[CH:24]=[O:25])([C:4]([CH3:7])([CH3:5])[CH3:6])([CH3:2])[CH3:3]. The yield is 0.800.